This data is from Forward reaction prediction with 1.9M reactions from USPTO patents (1976-2016). The task is: Predict the product of the given reaction. (1) Given the reactants Cl[C:2]1[C:11]2[C:6](=[CH:7][C:8]([CH2:12][O:13][C:14]3[CH:21]=[CH:20][C:17]([C:18]#[N:19])=[CH:16][CH:15]=3)=[CH:9][CH:10]=2)[N:5]=[C:4]([CH3:22])[CH:3]=1, predict the reaction product. The product is: [CH3:22][C:4]1[CH:3]=[C:2]([N:5]2[CH2:6][CH2:11][CH2:2][CH2:3][CH2:4]2)[C:11]2[C:6](=[CH:7][C:8]([CH2:12][O:13][C:14]3[CH:21]=[CH:20][C:17]([C:18]#[N:19])=[CH:16][CH:15]=3)=[CH:9][CH:10]=2)[N:5]=1. (2) Given the reactants [CH3:1][N:2]([CH3:37])[C:3]([C@@H:5]1[CH2:10][C@@H:9]([NH:11][C:12]([C:14]2[S:15][C:16]3[CH2:17][N:18]([CH3:23])[CH2:19][CH2:20][C:21]=3[N:22]=2)=[O:13])[C@@H:8]([NH:24][C:25](=[S:36])[C:26]([NH:28][C:29]2[CH:34]=[CH:33][C:32]([F:35])=[CH:31][N:30]=2)=[O:27])[CH2:7][CH2:6]1)=[O:4].[C:38]([OH:50])(=[O:49])[CH2:39][C:40]([CH2:45][C:46]([OH:48])=[O:47])([C:42]([OH:44])=[O:43])[OH:41], predict the reaction product. The product is: [OH2:4].[C:38]([OH:50])(=[O:49])[CH2:39][C:40]([CH2:45][C:46]([OH:48])=[O:47])([C:42]([OH:44])=[O:43])[OH:41].[CH3:1][N:2]([CH3:37])[C:3]([C@@H:5]1[CH2:10][C@@H:9]([NH:11][C:12]([C:14]2[S:15][C:16]3[CH2:17][N:18]([CH3:23])[CH2:19][CH2:20][C:21]=3[N:22]=2)=[O:13])[C@@H:8]([NH:24][C:25](=[S:36])[C:26]([NH:28][C:29]2[CH:34]=[CH:33][C:32]([F:35])=[CH:31][N:30]=2)=[O:27])[CH2:7][CH2:6]1)=[O:4]. (3) Given the reactants [OH:1][C:2]1[CH:7]=[CH:6][C:5]([CH2:8][C:9]([OH:11])=[O:10])=[CH:4][CH:3]=1.C1C=CC2N(O)N=NC=2C=1.C(Cl)CCl.O[N:27]1[C:31](=[O:32])[CH2:30][CH2:29][C:28]1=[O:33], predict the reaction product. The product is: [C:28]1(=[O:33])[N:27]([O:10][C:9](=[O:11])[CH2:8][C:5]2[CH:4]=[CH:3][C:2]([OH:1])=[CH:7][CH:6]=2)[C:31](=[O:32])[CH2:30][CH2:29]1. (4) Given the reactants [NH2:1][C:2]1[CH:3]=[N:4][CH:5]=[CH:6][C:7]=1[N:8]1[CH2:13][C@H:12]([CH3:14])[CH2:11][C@H:10]([NH:15][C:16](=[O:22])[O:17][C:18]([CH3:21])([CH3:20])[CH3:19])[CH2:9]1.[Br:23][C:24]1[CH:33]=[C:32]2[C:27]([CH:28]=[CH:29][C:30]([C:34](O)=[O:35])=[N:31]2)=[CH:26][CH:25]=1.CCN(C(C)C)C(C)C, predict the reaction product. The product is: [C:18]([O:17][C:16](=[O:22])[NH:15][C@H:10]1[CH2:11][C@@H:12]([CH3:14])[CH2:13][N:8]([C:7]2[CH:6]=[CH:5][N:4]=[CH:3][C:2]=2[NH:1][C:34]([C:30]2[CH:29]=[CH:28][C:27]3[C:32](=[CH:33][C:24]([Br:23])=[CH:25][CH:26]=3)[N:31]=2)=[O:35])[CH2:9]1)([CH3:21])([CH3:20])[CH3:19]. (5) Given the reactants [BH4-].[Na+].[O:3]=[C:4]([C:25]1[N:26]=[C:27]([C:30]2[CH:35]=[CH:34][CH:33]=[CH:32][CH:31]=2)[S:28][CH:29]=1)[CH:5]([CH2:11][C:12]1[CH:17]=[CH:16][CH:15]=[C:14]([O:18][C:19]([F:24])([F:23])[CH:20]([F:22])[F:21])[CH:13]=1)[C:6]([O:8][CH2:9][CH3:10])=[O:7], predict the reaction product. The product is: [OH:3][CH:4]([C:25]1[N:26]=[C:27]([C:30]2[CH:31]=[CH:32][CH:33]=[CH:34][CH:35]=2)[S:28][CH:29]=1)[CH:5]([CH2:11][C:12]1[CH:17]=[CH:16][CH:15]=[C:14]([O:18][C:19]([F:23])([F:24])[CH:20]([F:22])[F:21])[CH:13]=1)[C:6]([O:8][CH2:9][CH3:10])=[O:7]. (6) Given the reactants ClC1C=[C:4]([CH:41]=[CH:42][C:43]=1F)[C:5]1[C:10]([C:11]2[CH:20]=[CH:19][C:18]3[C:13](=[CH:14][CH:15]=[C:16]([C:21]4[N:25]([CH:26]5[CH2:31][CH2:30][CH2:29][CH2:28][CH2:27]5)[C:24]5[CH:32]=[CH:33][C:34]([C:36]([OH:38])=[O:37])=[CH:35][C:23]=5[N:22]=4)[CH:17]=3)[N:12]=2)=[CH:9][C:8]([O:39][CH3:40])=[CH:7][CH:6]=1.COC(C1C=CC2N(C3CCCCC3)C(C3C=C4C(=CC=3)N=C(C3C=C(OC)C=CC=3Br)C=C4)=NC=2C=1)=O.[S:83]1C=CC=C1B(O)O, predict the reaction product. The product is: [CH:26]1([N:25]2[C:24]3[CH:32]=[CH:33][C:34]([C:36]([OH:38])=[O:37])=[CH:35][C:23]=3[N:22]=[C:21]2[C:16]2[CH:17]=[C:18]3[C:13](=[CH:14][CH:15]=2)[N:12]=[C:11]([C:10]2[CH:9]=[C:8]([O:39][CH3:40])[CH:7]=[CH:6][C:5]=2[C:4]2[S:83][CH:43]=[CH:42][CH:41]=2)[CH:20]=[CH:19]3)[CH2:31][CH2:30][CH2:29][CH2:28][CH2:27]1.